The task is: Predict the product of the given reaction.. This data is from Forward reaction prediction with 1.9M reactions from USPTO patents (1976-2016). (1) Given the reactants [CH:1]1[N:5]=[C:4]([NH2:6])[S:3][CH:2]=1.[CH3:7][C:8]([O:11][C:12](O[C:12]([O:11][C:8]([CH3:10])([CH3:9])[CH3:7])=[O:13])=[O:13])([CH3:10])[CH3:9].CCN(CC)CC, predict the reaction product. The product is: [S:3]1[CH:2]=[CH:1][N:5]=[C:4]1[NH:6][C:12](=[O:13])[O:11][C:8]([CH3:10])([CH3:9])[CH3:7]. (2) Given the reactants [Br:1][C:2]1[CH:9]=[CH:8][C:7]([CH3:10])=[CH:6][C:3]=1C=O.O.C1(C)C=CC(S(O)(=O)=O)=CC=1.[CH3:23][O:24][CH:25](OC)[O:26][CH3:27], predict the reaction product. The product is: [Br:1][C:2]1[CH:9]=[CH:8][C:7]([CH3:10])=[CH:6][C:3]=1[CH:25]([O:26][CH3:27])[O:24][CH3:23]. (3) Given the reactants FC(F)(F)C(O)=O.[C:8]([O:12][C:13]([N:15]1[CH2:19][C@@H:18]([O:20][C:21]2[CH:30]=[CH:29][C:28]3[C:23](=[CH:24][CH:25]=[CH:26][CH:27]=3)[CH:22]=2)[CH2:17][C@H:16]1[CH2:31][O:32]C1C=CC(C(OC)=O)=CC=1)=[O:14])([CH3:11])([CH3:10])[CH3:9], predict the reaction product. The product is: [C:8]([O:12][C:13]([N:15]1[CH2:19][C@@H:18]([O:20][C:21]2[CH:30]=[CH:29][C:28]3[C:23](=[CH:24][CH:25]=[CH:26][CH:27]=3)[CH:22]=2)[CH2:17][C@H:16]1[CH2:31][OH:32])=[O:14])([CH3:11])([CH3:10])[CH3:9]. (4) Given the reactants [CH3:1][C:2]1[C:11]2[C:6](=[CH:7][CH:8]=[CH:9][CH:10]=2)[CH:5]=[CH:4][CH:3]=1.[C:12](Cl)(=[O:15])[CH:13]=[CH2:14].[Cl-].[Al+3].[Cl-].[Cl-], predict the reaction product. The product is: [CH3:1][C:2]1[C:11]2[C:6](=[CH:7][C:8]([C:12](=[O:15])[CH:13]=[CH2:14])=[CH:9][CH:10]=2)[CH:5]=[CH:4][CH:3]=1. (5) Given the reactants [Cl:1][C:2]1[C:7]([N+:8]([O-])=O)=[CH:6][N:5]=[C:4]([O:11][CH2:12][C@@H:13]([NH:15][C:16](=[O:18])[CH3:17])[CH3:14])[CH:3]=1, predict the reaction product. The product is: [NH2:8][C:7]1[C:2]([Cl:1])=[CH:3][C:4]([O:11][CH2:12][C@@H:13]([NH:15][C:16](=[O:18])[CH3:17])[CH3:14])=[N:5][CH:6]=1. (6) Given the reactants [N:1]1[C:6]2[NH:7][CH:8]=[CH:9][C:5]=2[C:4]([C:10]2[CH:11]=[N:12][N:13]([C:15]3([CH2:21][C:22]#[N:23])[CH2:20][CH2:19][NH:18][CH2:17][CH2:16]3)[CH:14]=2)=[N:3][CH:2]=1.[CH3:24][S:25][C:26](SC)=[N:27][C:28]#[N:29].CS(C)=O.N1CCCCC1, predict the reaction product. The product is: [C:28]([N:27]=[C:26]([N:18]1[CH2:17][CH2:16][C:15]([CH2:21][C:22]#[N:23])([N:13]2[CH:14]=[C:10]([C:4]3[C:5]4[CH:9]=[CH:8][NH:7][C:6]=4[N:1]=[CH:2][N:3]=3)[CH:11]=[N:12]2)[CH2:20][CH2:19]1)[S:25][CH3:24])#[N:29]. (7) Given the reactants CON(C)[C:4]([C:6]1[C:7]([NH2:15])=[N:8][C:9]([S:12][CH2:13][CH3:14])=[N:10][CH:11]=1)=[O:5].[C:17]1([CH3:25])[CH:22]=[CH:21][C:20]([Mg]Br)=[CH:19][CH:18]=1, predict the reaction product. The product is: [NH2:15][C:7]1[C:6]([C:4]([C:20]2[CH:21]=[CH:22][C:17]([CH3:25])=[CH:18][CH:19]=2)=[O:5])=[CH:11][N:10]=[C:9]([S:12][CH2:13][CH3:14])[N:8]=1. (8) Given the reactants [ClH:1].C(OCC)C.[C:7]([O:11][NH:12][C:13]1[N:18]=[C:17]([NH:19][CH2:20][CH2:21][CH3:22])[N:16]=[C:15]([NH:23][CH2:24][C:25]#[CH:26])[N:14]=1)([CH3:10])([CH3:9])[CH3:8], predict the reaction product. The product is: [ClH:1].[C:7]([O:11][NH:12][C:13]1[N:18]=[C:17]([NH:19][CH2:20][CH2:21][CH3:22])[N:16]=[C:15]([NH:23][CH2:24][C:25]#[CH:26])[N:14]=1)([CH3:8])([CH3:10])[CH3:9].